This data is from Catalyst prediction with 721,799 reactions and 888 catalyst types from USPTO. The task is: Predict which catalyst facilitates the given reaction. Reactant: [Br:1][C:2]1[CH:7]=[CH:6][C:5]([CH3:8])=[C:4](F)[CH:3]=1.[CH3:10][S:11]C.[Na].C(=O)([O-])O.[Na+]. Product: [Br:1][C:2]1[CH:7]=[CH:6][C:5]([CH3:8])=[C:4]([S:11][CH3:10])[CH:3]=1. The catalyst class is: 3.